The task is: Predict which catalyst facilitates the given reaction.. This data is from Catalyst prediction with 721,799 reactions and 888 catalyst types from USPTO. (1) Reactant: [Cl:1][C:2]1[CH:3]=[C:4]([NH:10][C:11]2[CH:16]=[CH:15][C:14]([CH:17]3[CH2:22][CH2:21][NH:20][CH2:19][CH2:18]3)=[CH:13][N:12]=2)[C:5](=[O:9])[N:6]([CH3:8])[N:7]=1.C=O.[C:25](O)(=O)C.C(O[BH-](OC(=O)C)OC(=O)C)(=O)C.[Na+].C([O-])(O)=O.[Na+]. Product: [Cl:1][C:2]1[CH:3]=[C:4]([NH:10][C:11]2[N:12]=[CH:13][C:14]([CH:17]3[CH2:22][CH2:21][N:20]([CH3:25])[CH2:19][CH2:18]3)=[CH:15][CH:16]=2)[C:5](=[O:9])[N:6]([CH3:8])[N:7]=1. The catalyst class is: 90. (2) Reactant: [Br:1][C:2]1[C:3]([C:9]([O:11]C)=[O:10])=[N:4][C:5]([CH3:8])=[CH:6][CH:7]=1.C([Sn](CCCC)(CCCC)C1OC=CN=1)CCC.N#N. Product: [Br:1][C:2]1[C:3]([C:9]([OH:11])=[O:10])=[N:4][C:5]([CH3:8])=[CH:6][CH:7]=1. The catalyst class is: 109. (3) Reactant: Cl.[Cl:2][C:3]1[CH:4]=[C:5]([C:9]2[CH2:10][CH2:11][NH:12][CH2:13][CH:14]=2)[CH:6]=[CH:7][CH:8]=1.Br[C:16]1[S:17][C:18]([C:21]2[N:22]=[N:23][N:24]([CH2:26][C:27]([O:29][C:30]([CH3:33])([CH3:32])[CH3:31])=[O:28])[N:25]=2)=[CH:19][N:20]=1.CN1C(=O)CCC1.CCN(C(C)C)C(C)C. Product: [Cl:2][C:3]1[CH:4]=[C:5]([C:9]2[CH2:14][CH2:13][N:12]([C:16]3[S:17][C:18]([C:21]4[N:22]=[N:23][N:24]([CH2:26][C:27]([O:29][C:30]([CH3:33])([CH3:32])[CH3:31])=[O:28])[N:25]=4)=[CH:19][N:20]=3)[CH2:11][CH:10]=2)[CH:6]=[CH:7][CH:8]=1. The catalyst class is: 6. (4) Reactant: [Br:1][C:2]1[O:6][C:5]([C:7]([OH:9])=O)=[CH:4][CH:3]=1.[CH3:10][NH:11][CH3:12].C1CN([P+](ON2N=NC3C=CC=CC2=3)(N2CCCC2)N2CCCC2)CC1.F[P-](F)(F)(F)(F)F. Product: [Br:1][C:2]1[O:6][C:5]([C:7]([N:11]([CH3:12])[CH3:10])=[O:9])=[CH:4][CH:3]=1. The catalyst class is: 2. (5) Reactant: Cl.[NH2:2][CH2:3][CH2:4][S:5]([NH2:8])(=[O:7])=[O:6].C(Cl)CCl.C1C=CC2N(O)N=NC=2C=1.[CH3:23][N:24]1[CH:28]=[CH:27][CH:26]=[C:25]1[C:29]([OH:31])=O.[Cl:32][C:33]1[C:63]([CH3:64])=[CH:62][C:36]([O:37][CH2:38][CH2:39][CH2:40][C:41]2[C:49]3[C:44](=[C:45]([C:50]4[C:51]([CH2:57][OH:58])=[N:52][N:53]([CH3:56])[C:54]=4[CH3:55])[CH:46]=[CH:47][CH:48]=3)[NH:43][C:42]=2[C:59](O)=[O:60])=[CH:35][C:34]=1[CH3:65]. Product: [Cl:32][C:33]1[C:63]([CH3:64])=[CH:62][C:36]([O:37][CH2:38][CH2:39][CH2:40][C:41]2[C:49]3[C:44](=[C:45]([C:50]4[C:51]([CH2:57][OH:58])=[N:52][N:53]([CH3:56])[C:54]=4[CH3:55])[CH:46]=[CH:47][CH:48]=3)[NH:43][C:42]=2[C:59]([NH:8][S:5]([CH2:4][CH2:3][NH:2][C:29]([C:25]2[N:24]([CH3:23])[CH:28]=[CH:27][CH:26]=2)=[O:31])(=[O:7])=[O:6])=[O:60])=[CH:35][C:34]=1[CH3:65]. The catalyst class is: 79. (6) Reactant: [CH3:1][O:2][C:3]([CH:5]1[CH2:10][CH2:9][N:8]([C:11]([O:13][C:14]([CH3:17])([CH3:16])[CH3:15])=[O:12])[CH2:7][CH2:6]1)=[O:4].[Li+].CC([N-]C(C)C)C.Br[CH2:27][C:28]([CH3:30])=[CH2:29]. Product: [CH3:29][C:28](=[CH2:27])[CH2:30][C:5]1([C:3]([O:2][CH3:1])=[O:4])[CH2:6][CH2:7][N:8]([C:11]([O:13][C:14]([CH3:17])([CH3:16])[CH3:15])=[O:12])[CH2:9][CH2:10]1. The catalyst class is: 1. (7) Reactant: [NH2:1][C@@H:2]([CH2:20][C:21]1[CH:26]=[CH:25][C:24](Cl)=[CH:23][CH:22]=1)[CH2:3][NH:4][C:5]1[O:9][N:8]=[C:7]([C:10]2[CH:11]=[C:12]3[C:17](=[CH:18][CH:19]=2)[CH:16]=[N:15][CH:14]=[CH:13]3)[CH:6]=1.[C:28]1([CH2:34]CC#N)[CH:33]=[CH:32][CH:31]=[CH:30][CH:29]=1. Product: [NH2:1][C@@H:2]([CH2:20][C:21]1[CH:26]=[CH:25][CH:24]=[CH:23][CH:22]=1)[CH2:3][NH:4][C:5]1[O:9][N:8]=[C:7]([C:10]2[CH:11]=[C:12]3[C:17](=[CH:18][CH:19]=2)[CH:16]=[N:15][CH:14]=[CH:13]3)[C:6]=1[CH2:34][C:28]1[CH:33]=[CH:32][CH:31]=[CH:30][CH:29]=1. The catalyst class is: 10. (8) Reactant: [CH3:1][N:2]([CH3:14])[C:3]1[CH:8]=[CH:7][C:6]([C:9](=[O:13])[CH2:10][CH:11]=O)=[CH:5][CH:4]=1.Cl.[NH:16]1[C:20]([NH:21][NH2:22])=[N:19][N:18]=[N:17]1. Product: [NH:16]1[C:20]([NH:21]/[N:22]=[CH:11]/[CH2:10][C:9]([C:6]2[CH:7]=[CH:8][C:3]([N:2]([CH3:14])[CH3:1])=[CH:4][CH:5]=2)=[O:13])=[N:19][N:18]=[N:17]1. The catalyst class is: 8. (9) The catalyst class is: 525. Product: [O:8]1[CH2:11][CH:10]([N:1]2[CH2:6][CH2:5][CH:4]([OH:7])[CH2:3][CH2:2]2)[CH2:9]1. Reactant: [NH:1]1[CH2:6][CH2:5][CH:4]([OH:7])[CH2:3][CH2:2]1.[O:8]1[CH2:11][C:10](=O)[CH2:9]1.C(O)(=O)C.C(O[BH-](OC(=O)C)OC(=O)C)(=O)C.[Na+].